Dataset: NCI-60 drug combinations with 297,098 pairs across 59 cell lines. Task: Regression. Given two drug SMILES strings and cell line genomic features, predict the synergy score measuring deviation from expected non-interaction effect. (1) Drug 1: C1CN1P(=S)(N2CC2)N3CC3. Drug 2: C(=O)(N)NO. Cell line: LOX IMVI. Synergy scores: CSS=22.2, Synergy_ZIP=-5.09, Synergy_Bliss=-3.01, Synergy_Loewe=-19.0, Synergy_HSA=-5.35. (2) Drug 1: CC1=C(C(=O)C2=C(C1=O)N3CC4C(C3(C2COC(=O)N)OC)N4)N. Drug 2: C(CCl)NC(=O)N(CCCl)N=O. Cell line: RPMI-8226. Synergy scores: CSS=0.726, Synergy_ZIP=-5.62, Synergy_Bliss=-11.8, Synergy_Loewe=-14.2, Synergy_HSA=-13.1.